From a dataset of Peptide-MHC class II binding affinity with 134,281 pairs from IEDB. Regression. Given a peptide amino acid sequence and an MHC pseudo amino acid sequence, predict their binding affinity value. This is MHC class II binding data. (1) The peptide sequence is RMLEPTRVVNWEVII. The MHC is HLA-DQA10501-DQB10302 with pseudo-sequence HLA-DQA10501-DQB10302. The binding affinity (normalized) is 0.482. (2) The peptide sequence is LIEKINAGFKAALAA. The MHC is HLA-DQA10501-DQB10301 with pseudo-sequence HLA-DQA10501-DQB10301. The binding affinity (normalized) is 0.726. (3) The binding affinity (normalized) is 0.285. The MHC is DRB1_1201 with pseudo-sequence DRB1_1201. The peptide sequence is NIWADDLAASLSTLE. (4) The peptide sequence is FVAAAKYMVIQGEPG. The MHC is HLA-DPA10201-DPB10101 with pseudo-sequence HLA-DPA10201-DPB10101. The binding affinity (normalized) is 0.351. (5) The peptide sequence is ALSYYPTPLAKEDFL. The MHC is DRB1_1201 with pseudo-sequence DRB1_1201. The binding affinity (normalized) is 0.248. (6) The peptide sequence is TIPNIMFFSTMKRPS. The MHC is DRB1_0405 with pseudo-sequence DRB1_0405. The binding affinity (normalized) is 0.437. (7) The peptide sequence is KEFDLYKKSGITEVDRT. The MHC is DRB4_0101 with pseudo-sequence DRB4_0103. The binding affinity (normalized) is 0.248.